From a dataset of Full USPTO retrosynthesis dataset with 1.9M reactions from patents (1976-2016). Predict the reactants needed to synthesize the given product. (1) Given the product [Cl:1][C:2]1[CH:3]=[C:4]([CH:14]=[C:15]([Cl:41])[C:16]=1[CH2:17][C@@H:18]1[CH2:22][CH2:21][N:20]([N:23]2[CH2:24][CH2:25][CH:26]([O:29][Si:30]([CH:34]([CH3:35])[CH3:36])([CH:37]([CH3:39])[CH3:38])[CH:31]([CH3:32])[CH3:33])[CH2:27][CH2:28]2)[C:19]1=[O:40])[O:5][C:6]1[CH:13]=[CH:12][C:9]([C:10]([NH2:11])=[O:43])=[CH:8][CH:7]=1, predict the reactants needed to synthesize it. The reactants are: [Cl:1][C:2]1[CH:3]=[C:4]([CH:14]=[C:15]([Cl:41])[C:16]=1[CH2:17][C@@H:18]1[CH2:22][CH2:21][N:20]([N:23]2[CH2:28][CH2:27][CH:26]([O:29][Si:30]([CH:37]([CH3:39])[CH3:38])([CH:34]([CH3:36])[CH3:35])[CH:31]([CH3:33])[CH3:32])[CH2:25][CH2:24]2)[C:19]1=[O:40])[O:5][C:6]1[CH:13]=[CH:12][C:9]([C:10]#[N:11])=[CH:8][CH:7]=1.C(=O)([O-])[O-:43].[K+].[K+].OO.C(OCC)(=O)C. (2) Given the product [CH3:19][NH:18][C:15]1[CH:16]=[C:17]2[C:12](=[CH:13][CH:14]=1)[N:11]=[C:10]([N:26]1[CH2:31][CH2:30][O:29][CH2:28][CH2:27]1)[CH:9]=[C:8]2[C:3]1[CH:4]=[CH:5][CH:6]=[CH:7][C:2]=1[CH3:1], predict the reactants needed to synthesize it. The reactants are: [CH3:1][C:2]1[CH:7]=[CH:6][CH:5]=[CH:4][C:3]=1[C:8]1[C:17]2[C:12](=[CH:13][CH:14]=[C:15]([NH:18][C:19](=O)OC(C)(C)C)[CH:16]=2)[N:11]=[C:10]([N:26]2[CH2:31][CH2:30][O:29][CH2:28][CH2:27]2)[CH:9]=1.[H-].[H-].[H-].[H-].[Li+].[Al+3]. (3) Given the product [Br:7][CH2:6][C@@H:5]([OH:4])[CH2:8][C:9]1[CH:14]=[C:13]([Cl:15])[CH:12]=[CH:11][C:10]=1[OH:16], predict the reactants needed to synthesize it. The reactants are: C([O:4][C@@H:5]([CH2:8][C:9]1[CH:14]=[C:13]([Cl:15])[CH:12]=[CH:11][C:10]=1[OH:16])[CH2:6][Br:7])(=O)C.BrC[C@@H](O)CC1C=C(F)C=CC=1O.